The task is: Predict the reaction yield, written as a fraction of the theoretical maximum amount of product (1.0 means a 100% yield; for example, 0.34 means a 34% yield).. This data is from Reaction yield outcomes from USPTO patents with 853,638 reactions. (1) The reactants are [Br:1][C:2]1[CH:3]=[CH:4][C:5]2[O:14][C:13]3[C:12](=[O:15])[NH:11][C:10]([CH2:16][N:17]4C(=O)C5C(=CC=CC=5)C4=O)=[N:9][C:8]=3[C:6]=2[CH:7]=1.O.NN. The catalyst is C1COCC1. The product is [NH2:17][CH2:16][C:10]1[NH:11][C:12](=[O:15])[C:13]2[O:14][C:5]3[CH:4]=[CH:3][C:2]([Br:1])=[CH:7][C:6]=3[C:8]=2[N:9]=1. The yield is 0.0830. (2) The reactants are [CH2:1]([O:3][C:4]([C:6]1(/[C:10](/[CH3:17])=[CH:11]/[C:12]([O:14]CC)=O)[CH2:9][CH2:8][CH2:7]1)=[O:5])[CH3:2].Br[N:19]1[C:23](=O)[CH2:22][CH2:21][C:20]1=O.N(C(C)(C)C#N)=N[C:28](C)([CH3:31])[C:29]#N.[C:38](=O)([O-])O.[Na+]. The catalyst is C(Cl)(Cl)Cl.C(OCC)(=O)C.CCCCCC. The product is [CH2:1]([O:3][C:4]([C:6]1([C:10]2[CH2:17][N:19]([C@H:23]([C:22]3[CH:31]=[CH:28][CH:29]=[CH:20][CH:21]=3)[CH3:38])[C:12](=[O:14])[CH:11]=2)[CH2:7][CH2:8][CH2:9]1)=[O:5])[CH3:2]. The yield is 0.430. (3) The reactants are [Br:1][C:2]1[CH:10]=[C:9]([CH3:11])[CH:8]=[CH:7][C:3]=1[C:4]([OH:6])=[O:5].[Br:12]N1C(=O)CCC1=O.CC(N=NC(C#N)(C)C)(C#N)C. The catalyst is ClCCCl. The product is [Br:1][C:2]1[CH:10]=[C:9]([CH2:11][Br:12])[CH:8]=[CH:7][C:3]=1[C:4]([OH:6])=[O:5]. The yield is 0.520. (4) The reactants are [CH3:1][C@@H:2]1[CH2:7][CH2:6][C@H:5]([N:8]([C@H:16]2[CH2:20][C@@H:19]([C:21]([N:23]3[CH2:28][CH2:27][N:26]([CH3:29])[CH2:25][CH2:24]3)=[O:22])[NH:18][CH2:17]2)[C:9]([C@@H:11]2[CH2:15][CH2:14][CH2:13][O:12]2)=[O:10])[CH2:4][CH2:3]1.[C:30]([N:37]1[CH2:41][C@@H:40]([C:42]2[CH:47]=[CH:46][C:45]([Cl:48])=[CH:44][CH:43]=2)[C@H:39]([C:49](O)=[O:50])[CH2:38]1)([O:32][C:33]([CH3:36])([CH3:35])[CH3:34])=[O:31]. No catalyst specified. The product is [C:30]([N:37]1[CH2:38][C@@H:39]([C:49]([N:18]2[CH2:17][C@@H:16]([N:8]([C@H:5]3[CH2:6][CH2:7][C@@H:2]([CH3:1])[CH2:3][CH2:4]3)[C:9]([C@@H:11]3[CH2:15][CH2:14][CH2:13][O:12]3)=[O:10])[CH2:20][C@H:19]2[C:21]([N:23]2[CH2:28][CH2:27][N:26]([CH3:29])[CH2:25][CH2:24]2)=[O:22])=[O:50])[C@H:40]([C:42]2[CH:43]=[CH:44][C:45]([Cl:48])=[CH:46][CH:47]=2)[CH2:41]1)([O:32][C:33]([CH3:35])([CH3:36])[CH3:34])=[O:31]. The yield is 0.880. (5) The reactants are [C:1]([O:5][C:6]([NH:8][C@H:9]([CH2:18][O:19][C:20]([O:22][C:23]([CH3:26])([CH3:25])[CH3:24])=[O:21])[CH2:10][C:11]([F:17])([F:16])[C:12]([O:14][CH3:15])=[O:13])=[O:7])([CH3:4])([CH3:3])[CH3:2].[CH3:27]I.[H-].[Na+]. The catalyst is CN(C=O)C. The product is [C:1]([O:5][C:6]([N:8]([CH3:27])[C@H:9]([CH2:18][O:19][C:20]([O:22][C:23]([CH3:26])([CH3:25])[CH3:24])=[O:21])[CH2:10][C:11]([F:17])([F:16])[C:12]([O:14][CH3:15])=[O:13])=[O:7])([CH3:4])([CH3:3])[CH3:2]. The yield is 0.880. (6) The reactants are [F:1][C:2]([F:35])([F:34])[C:3]1[CH:4]=[C:5]([CH:27]=[C:28]([C:30]([F:33])([F:32])[F:31])[CH:29]=1)[CH2:6][N:7]([CH2:14][C:15]1[CH:16]=[C:17]2[C:24]([CH3:25])=[N:23][N:22]([CH3:26])[C:18]2=[N:19][C:20]=1Cl)[C:8]1[N:9]=[N:10][N:11]([CH3:13])[N:12]=1.CC(C)([O-])C.[K+].[CH:42]1([CH2:45][NH2:46])[CH2:44][CH2:43]1. The catalyst is CC([O-])=O.CC([O-])=O.[Pd+2].C1C=CC(P(C2C(C3C(P(C4C=CC=CC=4)C4C=CC=CC=4)=CC=C4C=3C=CC=C4)=C3C(C=CC=C3)=CC=2)C2C=CC=CC=2)=CC=1.C(OCC)(=O)C. The product is [F:1][C:2]([F:35])([F:34])[C:3]1[CH:4]=[C:5]([CH:27]=[C:28]([C:30]([F:33])([F:32])[F:31])[CH:29]=1)[CH2:6][N:7]([CH2:14][C:15]1[CH:16]=[C:17]2[C:24]([CH3:25])=[N:23][N:22]([CH3:26])[C:18]2=[N:19][C:20]=1[NH:46][CH2:45][CH:42]1[CH2:44][CH2:43]1)[C:8]1[N:9]=[N:10][N:11]([CH3:13])[N:12]=1. The yield is 0.900. (7) The reactants are [CH2:1]([O:3][CH2:4][O:5][C:6]([C:9]1[CH:14]=[CH:13][C:12]([C:15]([O:18]COCC)(C)[CH3:16])=[CH:11][C:10]=1[B:23]1[O:27][C:26]([CH3:29])([CH3:28])[C:25]([CH3:31])([CH3:30])[O:24]1)([CH3:8])[CH3:7])[CH3:2].Cl. The catalyst is C1COCC1. The product is [CH2:1]([O:3][CH2:4][O:5][C:6]([C:9]1[CH:14]=[CH:13][C:12]([C:15](=[O:18])[CH3:16])=[CH:11][C:10]=1[B:23]1[O:27][C:26]([CH3:29])([CH3:28])[C:25]([CH3:30])([CH3:31])[O:24]1)([CH3:7])[CH3:8])[CH3:2]. The yield is 0.450. (8) The reactants are Br[C:2]1[C:7]([CH3:8])=[C:6]([N:9]2[CH2:14][CH2:13][CH:12]([C:15]3[N:24]=[C:23]4[C:18]([CH2:19][CH2:20][CH2:21][NH:22]4)=[CH:17][CH:16]=3)[CH2:11][CH2:10]2)[N:5]=[CH:4][N:3]=1.[NH2:25][CH2:26][C@@H:27]([C:39]([O:41][C:42]([CH3:45])([CH3:44])[CH3:43])=[O:40])[NH:28][C:29]([O:31][CH2:32][C:33]1[CH:38]=[CH:37][CH:36]=[CH:35][CH:34]=1)=[O:30].[F-].[Cs+]. The catalyst is O1CCOCC1.[Pd].[Pd].C(=CC(C=CC1C=CC=CC=1)=O)C1C=CC=CC=1.C(=CC(C=CC1C=CC=CC=1)=O)C1C=CC=CC=1.C(=CC(C=CC1C=CC=CC=1)=O)C1C=CC=CC=1. The product is [CH3:8][C:7]1[C:2]([NH:25][CH2:26][C@@H:27]([C:39]([O:41][C:42]([CH3:45])([CH3:44])[CH3:43])=[O:40])[NH:28][C:29]([O:31][CH2:32][C:33]2[CH:38]=[CH:37][CH:36]=[CH:35][CH:34]=2)=[O:30])=[N:3][CH:4]=[N:5][C:6]=1[N:9]1[CH2:14][CH2:13][CH:12]([C:15]2[N:24]=[C:23]3[C:18]([CH2:19][CH2:20][CH2:21][NH:22]3)=[CH:17][CH:16]=2)[CH2:11][CH2:10]1. The yield is 0.370. (9) The reactants are [N+:1]([C:4]1[CH:16]=[CH:15][C:7]([CH2:8][C:9]2[CH:14]=[CH:13][N:12]=[CH:11][CH:10]=2)=[CH:6][CH:5]=1)([O-])=O. The catalyst is CCO.[Pd]. The yield is 0.900. The product is [N:12]1[CH:13]=[CH:14][C:9]([CH2:8][C:7]2[CH:6]=[CH:5][C:4]([NH2:1])=[CH:16][CH:15]=2)=[CH:10][CH:11]=1.